This data is from Full USPTO retrosynthesis dataset with 1.9M reactions from patents (1976-2016). The task is: Predict the reactants needed to synthesize the given product. (1) Given the product [CH3:41][O:40][C:38](=[O:37])[CH2:39][C:14]1[CH:13]=[C:12]([CH3:26])[CH:11]=[C:10]2[C:15]=1[C:16]([CH3:17])=[C:7]([CH2:6][C:5]1[CH:4]=[CH:3][C:2]([Cl:1])=[CH:29][CH:28]=1)[C:8](=[O:27])[NH:9]2, predict the reactants needed to synthesize it. The reactants are: [Cl:1][C:2]1[CH:29]=[CH:28][C:5]([CH2:6][C:7]2[C:8](=[O:27])[NH:9][C:10]3[C:15]([C:16]=2[CH3:17])=[C:14](OS(C(F)(F)F)(=O)=O)[CH:13]=[C:12]([CH3:26])[CH:11]=3)=[CH:4][CH:3]=1.[Si]([O:37][C:38]([O:40][CH3:41])=[CH2:39])(C(C)(C)C)(C)C.C([O-])(=O)C.[Na+]. (2) Given the product [Cl:8][C:6]1[CH:7]=[C:2]2[NH:1][C:11](=[O:13])[CH2:10][C:3]2=[N:4][C:5]=1[C:17]#[C:16][C:18]1[CH:23]=[CH:22][CH:21]=[CH:20][CH:19]=1, predict the reactants needed to synthesize it. The reactants are: [NH2:1][C:2]1[C:3]([CH2:10][C:11]([O:13]CC)=O)=[N:4][C:5](Br)=[C:6]([Cl:8])[CH:7]=1.[C:16]([C:18]1[CH:23]=[CH:22][CH:21]=[CH:20][CH:19]=1)#[CH:17].C(OCC)(=O)C.